Dataset: Forward reaction prediction with 1.9M reactions from USPTO patents (1976-2016). Task: Predict the product of the given reaction. (1) Given the reactants [CH3:1][N:2]1[CH2:7][CH2:6][C:5]2[O:8][CH:9]=[C:10]([C:11]([O:13]C)=[O:12])[C:4]=2[C:3]1=[O:15].Cl, predict the reaction product. The product is: [CH3:1][N:2]1[CH2:7][CH2:6][C:5]2[O:8][CH:9]=[C:10]([C:11]([OH:13])=[O:12])[C:4]=2[C:3]1=[O:15]. (2) Given the reactants [C:1]([O:4][C@H:5]([CH3:24])[CH2:6][CH2:7][CH2:8][CH2:9][N:10]1[C:19](=[O:20])[C:18]2[NH:17][C:16]([CH2:21][OH:22])=[N:15][C:14]=2[N:13]([CH3:23])[C:11]1=[O:12])(=[O:3])[CH3:2].[C:25](=O)([O-])[O-].[K+].[K+].CI, predict the reaction product. The product is: [C:1]([O:4][C@H:5]([CH3:24])[CH2:6][CH2:7][CH2:8][CH2:9][N:10]1[C:19](=[O:20])[C:18]2[N:17]([CH3:25])[C:16]([CH2:21][OH:22])=[N:15][C:14]=2[N:13]([CH3:23])[C:11]1=[O:12])(=[O:3])[CH3:2]. (3) Given the reactants [OH:1][C@@H:2]([C@H:4]1[C:10](=[O:11])[N:9]2[C@@H:5]1[CH2:6][C:7]([C:15]1[CH:20]=[CH:19][C:18]([O:21][CH3:22])=[CH:17][CH:16]=1)=[C:8]2[C:12]([O-:14])=[O:13])[CH3:3].[Na+].Br[CH2:25][C:26]1[O:27][C:28](=[O:32])[O:29][C:30]=1[CH3:31], predict the reaction product. The product is: [OH:1][C@@H:2]([C@H:4]1[C:10](=[O:11])[N:9]2[C@@H:5]1[CH2:6][C:7]([C:15]1[CH:16]=[CH:17][C:18]([O:21][CH3:22])=[CH:19][CH:20]=1)=[C:8]2[C:12]([O:14][CH2:25][C:26]1[O:27][C:28](=[O:32])[O:29][C:30]=1[CH3:31])=[O:13])[CH3:3]. (4) Given the reactants [OH:1][C:2]1[CH:17]=[CH:16][C:5]([C:6]([O:8][CH2:9][C:10]2[CH:15]=[CH:14][CH:13]=[CH:12][CH:11]=2)=[O:7])=[CH:4][CH:3]=1.O[C@@H:19]([CH3:25])[C:20]([O:22][CH2:23][CH3:24])=[O:21].C1(P(C2C=CC=CC=2)C2C=CC=CC=2)C=CC=CC=1.CCOC(C)=O.CCCCCCC, predict the reaction product. The product is: [CH2:23]([O:22][C:20](=[O:21])[C@H:19]([O:1][C:2]1[CH:17]=[CH:16][C:5]([C:6]([O:8][CH2:9][C:10]2[CH:15]=[CH:14][CH:13]=[CH:12][CH:11]=2)=[O:7])=[CH:4][CH:3]=1)[CH3:25])[CH3:24]. (5) The product is: [Cl:1][C:2]1[N:10]=[C:9]2[C:5]([N:6]=[C:7]([I:34])[N:8]2[CH3:11])=[C:4]([N:12]2[CH2:17][CH2:16][O:15][CH2:14][CH2:13]2)[N:3]=1. Given the reactants [Cl:1][C:2]1[N:10]=[C:9]2[C:5]([N:6]=[CH:7][N:8]2[CH3:11])=[C:4]([N:12]2[CH2:17][CH2:16][O:15][CH2:14][CH2:13]2)[N:3]=1.CN(CCN(C)C)C.[Li]CCCC.ClCC[I:34], predict the reaction product.